This data is from Forward reaction prediction with 1.9M reactions from USPTO patents (1976-2016). The task is: Predict the product of the given reaction. (1) Given the reactants [CH3:1][C:2]1([CH3:24])CN[C:6](=[O:9])[C:5]2[S:10][C:11]([N:13]3[C:18]4[CH:19]=[C:20](O)[CH:21]=[CH:22][C:17]=4[O:16][CH2:15][CH2:14]3)=[N:12][C:4]=2[CH2:3]1.[NH2:25][C:26]1[CH:31]=[CH:30][CH:29]=[CH:28][CH:27]=1.[CH3:32]C(C)([O-])C.[Na+], predict the reaction product. The product is: [CH3:32][C:2]1([CH3:1])[CH2:3][C:4]2[N:12]=[C:11]([N:13]3[C:18]4[CH:19]=[C:20]([NH:25][C:26]5[CH:31]=[CH:30][CH:29]=[CH:28][CH:27]=5)[CH:21]=[CH:22][C:17]=4[O:16][CH2:15][CH2:14]3)[S:10][C:5]=2[C:6](=[O:9])[CH2:24]1. (2) Given the reactants [CH2:1]([NH:5][CH3:6])[CH2:2][CH2:3][CH3:4].[CH:7]1([N:13]=[C:14]=[N:15][CH:16]2[CH2:21][CH2:20][CH2:19][CH2:18][CH2:17]2)[CH2:12][CH2:11][CH2:10][CH2:9][CH2:8]1, predict the reaction product. The product is: [CH2:1]([N:5]([CH3:6])[C:14]([NH:13][CH:7]1[CH2:8][CH2:9][CH2:10][CH2:11][CH2:12]1)=[N:15][CH:16]1[CH2:21][CH2:20][CH2:19][CH2:18][CH2:17]1)[CH2:2][CH2:3][CH3:4].